From a dataset of Full USPTO retrosynthesis dataset with 1.9M reactions from patents (1976-2016). Predict the reactants needed to synthesize the given product. (1) Given the product [CH3:29][C:30]1[N:31]=[C:32]([C:2]2[C:3]3[N:11]=[N:10][N:9]([CH2:12][C:13]4[CH:18]=[CH:17][CH:16]=[C:15]([C:19]5([O:24][Si:25]([CH3:28])([CH3:26])[CH3:27])[CH2:20][CH2:21][CH2:22][CH2:23]5)[N:14]=4)[C:4]=3[N:5]=[C:6]([NH2:8])[N:7]=2)[S:33][CH:34]=1, predict the reactants needed to synthesize it. The reactants are: Cl[C:2]1[C:3]2[N:11]=[N:10][N:9]([CH2:12][C:13]3[CH:18]=[CH:17][CH:16]=[C:15]([C:19]4([O:24][Si:25]([CH3:28])([CH3:27])[CH3:26])[CH2:23][CH2:22][CH2:21][CH2:20]4)[N:14]=3)[C:4]=2[N:5]=[C:6]([NH2:8])[N:7]=1.[CH3:29][C:30]1[N:31]=[CH:32][S:33][CH:34]=1. (2) Given the product [NH2:1][CH2:2][C:3]([OH:5])=[O:4].[Cl-:7].[Al+3:8].[Cl-:7].[Cl-:7], predict the reactants needed to synthesize it. The reactants are: [NH2:1][CH2:2][C:3]([OH:5])=[O:4].O.[Cl-:7].[Al+3:8].[Cl-].[Cl-]. (3) The reactants are: CC1C2C=C(O)C=CC=2N([CH2:18][C:19]2[CH:20]=[CH:21][C:22]([O:25][CH2:26][CH2:27][N:28]3CCCCCC3)=[CH:23][CH:24]=2)C=1C1C=CC(O)=CC=1.CC(O)=[O:38].OC1C=CC(CO)=CC=1.ClCC#N.C(=O)([O-])[O-].[K+].[K+]. Given the product [OH:38][CH2:18][C:19]1[CH:20]=[CH:21][C:22]([O:25][CH2:26][C:27]#[N:28])=[CH:23][CH:24]=1, predict the reactants needed to synthesize it. (4) Given the product [CH3:1][O:2][C:3](=[O:24])[CH:4]=[CH:5][C:6]1[CH:23]=[CH:22][C:9]2[N:10]([CH2:15][CH2:16][N:17]([CH2:20][CH3:21])[CH2:18][CH3:19])[C:11]([CH2:13][NH:14][C:39](=[O:40])[C:38]([CH3:43])([CH3:42])[CH3:37])=[N:12][C:8]=2[CH:7]=1, predict the reactants needed to synthesize it. The reactants are: [CH3:1][O:2][C:3](=[O:24])[CH:4]=[CH:5][C:6]1[CH:23]=[CH:22][C:9]2[N:10]([CH2:15][CH2:16][N:17]([CH2:20][CH3:21])[CH2:18][CH3:19])[C:11]([CH2:13][NH2:14])=[N:12][C:8]=2[CH:7]=1.C(N(CC)C(C)C)(C)C.ClCCl.[CH3:37][C:38]([CH3:43])([CH3:42])[C:39](Cl)=[O:40]. (5) Given the product [CH3:13][O:12][C:7]1[CH:6]=[CH:5][C:4]2[C:9](=[CH:10][CH:11]=[C:2]([C:19]3[CH:20]=[CH:21][C:16]([O:15][CH3:14])=[CH:17][CH:18]=3)[CH:3]=2)[CH:8]=1, predict the reactants needed to synthesize it. The reactants are: Br[C:2]1[CH:11]=[CH:10][C:9]2[C:4](=[CH:5][CH:6]=[C:7]([O:12][CH3:13])[CH:8]=2)[CH:3]=1.[CH3:14][O:15][C:16]1[CH:21]=[CH:20][C:19](OB(O)O)=[CH:18][CH:17]=1. (6) The reactants are: [OH-].[Na+].[O:3]=[C:4]1[NH:13][C:12]2[N:11]=[CH:10][CH:9]=[C:8]([O:14][C:15]3[CH:16]=[CH:17][C:18]4[O:22][C@@H:21]5[C@@H:23]([C:24]([O:26]CC)=[O:25])[C@@H:20]5[C:19]=4[CH:29]=3)[C:7]=2[CH2:6][CH2:5]1. Given the product [O:3]=[C:4]1[NH:13][C:12]2[N:11]=[CH:10][CH:9]=[C:8]([O:14][C:15]3[CH:16]=[CH:17][C:18]4[O:22][C@@H:21]5[C@@H:23]([C:24]([OH:26])=[O:25])[C@@H:20]5[C:19]=4[CH:29]=3)[C:7]=2[CH2:6][CH2:5]1, predict the reactants needed to synthesize it. (7) Given the product [F:24][C:25]1[CH:30]=[CH:29][C:28]([C:2]2[CH:3]=[C:4]([NH:11][C:12]3[CH:17]=[CH:16][CH:15]=[C:14]([N:18]4[CH2:22][CH2:21][CH2:20][CH:19]4[CH3:23])[N:13]=3)[C:5]3[N:6]([CH:8]=[CH:9][N:10]=3)[N:7]=2)=[CH:27][CH:26]=1, predict the reactants needed to synthesize it. The reactants are: Cl[C:2]1[CH:3]=[C:4]([NH:11][C:12]2[CH:17]=[CH:16][CH:15]=[C:14]([N:18]3[CH2:22][CH2:21][CH2:20][CH:19]3[CH3:23])[N:13]=2)[C:5]2[N:6]([CH:8]=[CH:9][N:10]=2)[N:7]=1.[F:24][C:25]1[CH:30]=[CH:29][C:28](B(O)O)=[CH:27][CH:26]=1.CC(C1C=C(C(C)C)C(C2C=CC=CC=2P(C2CCCCC2)C2CCCCC2)=C(C(C)C)C=1)C.C([O-])([O-])=O.[Na+].[Na+]. (8) Given the product [CH3:8][O:9][C:10](=[O:30])[C@@H:11]([CH3:29])[CH2:12][C@@H:13]([C:14](=[O:27])[NH:15][C:16]([CH3:25])([CH3:26])[CH2:17][C:18]1[CH:19]=[CH:20][C:21]([F:24])=[CH:22][CH:23]=1)[NH:28][C:2]([N:49]1[CH2:48][CH2:47][CH:46]([C:40]2[CH:45]=[CH:44][CH:43]=[CH:42][CH:41]=2)[CH2:51][CH2:50]1)=[O:1], predict the reactants needed to synthesize it. The reactants are: [OH:1][C:2](C(F)(F)F)=O.[CH3:8][O:9][C:10](=[O:30])[C@@H:11]([CH3:29])[CH2:12][C@H:13]([NH2:28])[C:14](=[O:27])[NH:15][C:16]([CH3:26])([CH3:25])[CH2:17][C:18]1[CH:23]=[CH:22][C:21]([F:24])=[CH:20][CH:19]=1.CCN(C(C)C)C(C)C.[C:40]1([CH:46]2[CH2:51][CH2:50][NH:49][CH2:48][CH2:47]2)[CH:45]=[CH:44][CH:43]=[CH:42][CH:41]=1.N1(C2CCCCCCCCCC2)CCCN=CCCCCC1.